Dataset: Peptide-MHC class II binding affinity with 134,281 pairs from IEDB. Task: Regression. Given a peptide amino acid sequence and an MHC pseudo amino acid sequence, predict their binding affinity value. This is MHC class II binding data. (1) The peptide sequence is THMMIWHSNLNDTTY. The MHC is DRB1_0802 with pseudo-sequence DRB1_0802. The binding affinity (normalized) is 0.381. (2) The peptide sequence is DINASFRAAMATTAN. The MHC is DRB1_0401 with pseudo-sequence DRB1_0401. The binding affinity (normalized) is 0.567. (3) The peptide sequence is DVNASFRAAMATTAN. The MHC is HLA-DPA10201-DPB11401 with pseudo-sequence HLA-DPA10201-DPB11401. The binding affinity (normalized) is 0.287. (4) The peptide sequence is PTVDIEEAPEMPALY. The MHC is DRB1_0901 with pseudo-sequence DRB1_0901. The binding affinity (normalized) is 0.478. (5) The peptide sequence is TSLYVRASGRVTVST. The MHC is DRB1_1302 with pseudo-sequence DRB1_1302. The binding affinity (normalized) is 0.433. (6) The peptide sequence is GIVVAWKVRLLPVPP. The MHC is HLA-DQA10301-DQB10302 with pseudo-sequence HLA-DQA10301-DQB10302. The binding affinity (normalized) is 0.338. (7) The peptide sequence is ISFCNANPGLMKDVA. The MHC is DRB3_0202 with pseudo-sequence DRB3_0202. The binding affinity (normalized) is 0.792. (8) The peptide sequence is AWVDSGAQLGELYYA. The MHC is DRB1_1501 with pseudo-sequence DRB1_1501. The binding affinity (normalized) is 0.139.